Dataset: Forward reaction prediction with 1.9M reactions from USPTO patents (1976-2016). Task: Predict the product of the given reaction. (1) Given the reactants [OH2:1].[OH2:2].O.O.O.O.[NH:7]1[CH2:12][CH2:11][NH:10][CH2:9][CH2:8]1.F[C:14]1[CH:21]=[CH:20][C:17]([C:18]#N)=[CH:16][C:15]=1[C:22]([F:25])([F:24])[F:23].[OH-].[Na+].Cl, predict the reaction product. The product is: [N:7]1([C:14]2[CH:21]=[CH:20][C:17]([C:18]([OH:2])=[O:1])=[CH:16][C:15]=2[C:22]([F:25])([F:24])[F:23])[CH2:12][CH2:11][NH:10][CH2:9][CH2:8]1. (2) The product is: [Cl:24][C:23]1[C:18]2[N:19]([CH:2]=[C:3]([C:5]3[C:6]([C:11]4[CH:16]=[CH:15][CH:14]=[CH:13][CH:12]=4)=[N:7][O:8][C:9]=3[CH3:10])[N:17]=2)[CH:20]=[CH:21][CH:22]=1. Given the reactants Br[CH2:2][C:3]([C:5]1[C:6]([C:11]2[CH:16]=[CH:15][CH:14]=[CH:13][CH:12]=2)=[N:7][O:8][C:9]=1[CH3:10])=O.[NH2:17][C:18]1[C:23]([Cl:24])=[CH:22][CH:21]=[CH:20][N:19]=1, predict the reaction product. (3) Given the reactants [C:1]([OH:7])([C:3]([F:6])([F:5])[F:4])=[O:2].C(OC([N:15]1[CH2:19][CH2:18][C:17]([C:20]2[CH:25]=[CH:24][C:23]([NH:26][S:27]([CH3:30])(=[O:29])=[O:28])=[CH:22][CH:21]=2)=[N:16]1)=O)(C)(C)C, predict the reaction product. The product is: [OH:7][C:1]([C:3]([F:6])([F:5])[F:4])=[O:2].[NH:15]1[CH2:19][CH2:18][C:17]([C:20]2[CH:21]=[CH:22][C:23]([NH:26][S:27]([CH3:30])(=[O:29])=[O:28])=[CH:24][CH:25]=2)=[N:16]1. (4) Given the reactants Cl[C:2]1[C:11]2=[N:12][N:13](CC3C=CC(OC)=CC=3)[C:14]([CH3:15])=[C:10]2[C:9]2[CH:8]=[CH:7][CH:6]=[CH:5][C:4]=2[N:3]=1.[CH3:25][N:26]1[CH2:31][CH2:30][N:29]([C:32]2[CH:38]=[CH:37][C:35]([NH2:36])=[CH:34][CH:33]=2)[CH2:28][CH2:27]1.Cl, predict the reaction product. The product is: [CH3:25][N:26]1[CH2:27][CH2:28][N:29]([C:32]2[CH:38]=[CH:37][C:35]([NH:36][C:2]3[C:11]4=[N:12][NH:13][C:14]([CH3:15])=[C:10]4[C:9]4[CH:8]=[CH:7][CH:6]=[CH:5][C:4]=4[N:3]=3)=[CH:34][CH:33]=2)[CH2:30][CH2:31]1. (5) Given the reactants [C:1]1([C@H:7]([NH2:9])[CH3:8])[CH:6]=[CH:5][CH:4]=[CH:3][CH:2]=1.Cl[C:11]1[N:19]=[CH:18][N:17]=[C:16]2[C:12]=1[NH:13][CH:14]=[N:15]2, predict the reaction product. The product is: [C:1]1([C@H:7]([NH:9][C:11]2[N:19]=[CH:18][N:17]=[C:16]3[C:12]=2[NH:13][CH:14]=[N:15]3)[CH3:8])[CH:6]=[CH:5][CH:4]=[CH:3][CH:2]=1. (6) Given the reactants [C:1]([O:5][C:6]([NH:8][C@H:9]1[C:18]2[C:13]3=[C:14]([C:19]4[N:20]([C:23]5[CH:24]=[C:25]([C:36]([O:38]C)=[O:37])[CH:26]=[CH:27][C:28]=5[C:29]=4[CH:30]4[CH2:35][CH2:34][CH2:33][CH2:32][CH2:31]4)[CH2:21][CH2:22][N:12]3[CH2:11][CH2:10]1)[CH:15]=[CH:16][CH:17]=2)=[O:7])([CH3:4])([CH3:3])[CH3:2].CO.O.O[Li].O, predict the reaction product. The product is: [C:1]([O:5][C:6]([NH:8][C@H:9]1[C:18]2[C:13]3=[C:14]([C:19]4[N:20]([C:23]5[CH:24]=[C:25]([C:36]([OH:38])=[O:37])[CH:26]=[CH:27][C:28]=5[C:29]=4[CH:30]4[CH2:31][CH2:32][CH2:33][CH2:34][CH2:35]4)[CH2:21][CH2:22][N:12]3[CH2:11][CH2:10]1)[CH:15]=[CH:16][CH:17]=2)=[O:7])([CH3:4])([CH3:2])[CH3:3]. (7) Given the reactants C([O-])=O.[NH4+].C([N:12]1[CH2:17][CH2:16][C:15]2([C:25]3[C:20](=[CH:21][CH:22]=[CH:23][C:24]=3[CH2:26][NH:27][C:28](=[O:34])[O:29][C:30]([CH3:33])([CH3:32])[CH3:31])[N:19]([C:35]3[C:36]4[C@H:43]([CH3:44])[CH2:42][CH2:41][C:37]=4[N:38]=[CH:39][N:40]=3)[CH2:18]2)[CH2:14][CH2:13]1)C1C=CC=CC=1, predict the reaction product. The product is: [CH3:44][C@H:43]1[C:36]2[C:35]([N:19]3[C:20]4[C:25](=[C:24]([CH2:26][NH:27][C:28](=[O:34])[O:29][C:30]([CH3:33])([CH3:32])[CH3:31])[CH:23]=[CH:22][CH:21]=4)[C:15]4([CH2:14][CH2:13][NH:12][CH2:17][CH2:16]4)[CH2:18]3)=[N:40][CH:39]=[N:38][C:37]=2[CH2:41][CH2:42]1. (8) The product is: [C:1]([O:5][C:6](=[O:27])[NH:7][CH2:8][C:9]1[CH:14]=[C:13]([O:15][C:16]2[CH:21]=[CH:20][C:19]([CH3:22])=[CH:18][C:17]=2[F:23])[CH:12]=[CH:11][C:10]=1[NH2:24])([CH3:4])([CH3:2])[CH3:3]. Given the reactants [C:1]([O:5][C:6](=[O:27])[NH:7][CH2:8][C:9]1[CH:14]=[C:13]([O:15][C:16]2[CH:21]=[CH:20][C:19]([CH3:22])=[CH:18][C:17]=2[F:23])[CH:12]=[CH:11][C:10]=1[N+:24]([O-])=O)([CH3:4])([CH3:3])[CH3:2].[Cl-].[NH4+].C(O)C, predict the reaction product. (9) Given the reactants [Cl:1][C:2]1[N:10]=[C:9]2[C:5]([NH:6][C:7]([CH:11]3[CH2:15][CH2:14][CH2:13][CH2:12]3)=[N:8]2)=[C:4]([Cl:16])[N:3]=1.C(=O)([O-])[O-].[K+].[K+].[CH3:23][Si:24]([CH3:31])([CH3:30])[CH2:25][CH2:26][O:27][CH2:28]Cl, predict the reaction product. The product is: [Cl:1][C:2]1[N:10]=[C:9]2[C:5]([N:6]([CH2:28][O:27][CH2:26][CH2:25][Si:24]([CH3:31])([CH3:30])[CH3:23])[C:7]([CH:11]3[CH2:15][CH2:14][CH2:13][CH2:12]3)=[N:8]2)=[C:4]([Cl:16])[N:3]=1.